Dataset: Reaction yield outcomes from USPTO patents with 853,638 reactions. Task: Predict the reaction yield, written as a fraction of the theoretical maximum amount of product (1.0 means a 100% yield; for example, 0.34 means a 34% yield). The reactants are [CH3:1][O:2][C@H:3]1[CH2:8][CH2:7][C@H:6]([CH2:9][N:10]2[C:15]3=[N:16][C:17]([Sn](C)(C)C)=[CH:18][N:19]=[C:14]3[NH:13][CH2:12][C:11]2=[O:24])[CH2:5][CH2:4]1.Br[C:26]1[C:27]([CH3:34])=[CH:28][C:29]([C:32]#[N:33])=[N:30][CH:31]=1.C(N(CC)CC)C.CC1C(P(C2C(C)=CC=CC=2)C2C(C)=CC=CC=2)=CC=CC=1. The catalyst is C1C=CC(/C=C/C(/C=C/C2C=CC=CC=2)=O)=CC=1.C1C=CC(/C=C/C(/C=C/C2C=CC=CC=2)=O)=CC=1.C1C=CC(/C=C/C(/C=C/C2C=CC=CC=2)=O)=CC=1.[Pd].[Pd].CN(C)C=O. The product is [CH3:1][O:2][C@H:3]1[CH2:8][CH2:7][C@H:6]([CH2:9][N:10]2[C:11](=[O:24])[CH2:12][NH:13][C:14]3[N:19]=[CH:18][C:17]([C:26]4[C:27]([CH3:34])=[CH:28][C:29]([C:32]#[N:33])=[N:30][CH:31]=4)=[N:16][C:15]2=3)[CH2:5][CH2:4]1. The yield is 0.940.